Task: Predict the reactants needed to synthesize the given product.. Dataset: Full USPTO retrosynthesis dataset with 1.9M reactions from patents (1976-2016) (1) Given the product [NH:17]1[C:2]2[C:11]3[N:10]=[CH:9][CH:8]=[CH:7][C:6]=3[N:5]=[CH:4][C:3]=2[N:12]=[CH:16]1, predict the reactants needed to synthesize it. The reactants are: Cl[C:2]1[C:11]2[C:6](=[CH:7][CH:8]=[CH:9][N:10]=2)[N:5]=[CH:4][C:3]=1[NH-:12].ClC1C2C(=CC=CC=2)[N:17]=[CH:16]C=1[NH-].NO. (2) Given the product [C:22]([C:16]1[CH:15]=[C:14]2[C:19]([CH2:20][CH2:21][CH:12]([N:4]([CH2:1][CH:2]=[O:30])[C:5](=[O:11])[O:6][C:7]([CH3:10])([CH3:9])[CH3:8])[CH2:13]2)=[CH:18][CH:17]=1)#[N:23], predict the reactants needed to synthesize it. The reactants are: [CH2:1]([N:4]([CH:12]1[CH2:21][CH2:20][C:19]2[C:14](=[CH:15][C:16]([C:22]#[N:23])=[CH:17][CH:18]=2)[CH2:13]1)[C:5](=[O:11])[O:6][C:7]([CH3:10])([CH3:9])[CH3:8])[CH:2]=C.N1C=CC=CC=1.[O:30]=[O+][O-]. (3) Given the product [Cl:8][C:9]1[C:14]([S:15][CH3:16])=[C:13]([N:17]2[CH2:22][CH2:21][O:20][CH2:19][CH2:18]2)[N:12]=[C:11]([C:23]2[CH:28]=[CH:27][C:26]([NH:29][C:6]([NH2:5])=[O:7])=[CH:25][CH:24]=2)[N:10]=1, predict the reactants needed to synthesize it. The reactants are: C[Si]([N:5]=[C:6]=[O:7])(C)C.[Cl:8][C:9]1[C:14]([S:15][CH3:16])=[C:13]([N:17]2[CH2:22][CH2:21][O:20][CH2:19][CH2:18]2)[N:12]=[C:11]([C:23]2[CH:28]=[CH:27][C:26]([NH2:29])=[CH:25][CH:24]=2)[N:10]=1. (4) Given the product [CH3:1][C:2]1[N:7]=[C:6]([C:8]2[CH:13]=[CH:12][N:11]=[C:10]([C:14]3[CH:19]=[CH:18][CH:17]=[C:16]([S:20]([N:34]4[CH2:39][CH2:38][S:37][CH2:36][CH2:35]4)(=[O:22])=[O:21])[CH:15]=3)[CH:9]=2)[CH:5]=[C:4]([C:24]2[CH:29]=[CH:28][C:27]([C:30]([F:33])([F:32])[F:31])=[CH:26][CH:25]=2)[CH:3]=1, predict the reactants needed to synthesize it. The reactants are: [CH3:1][C:2]1[N:7]=[C:6]([C:8]2[CH:13]=[CH:12][N:11]=[C:10]([C:14]3[CH:15]=[C:16]([S:20](Cl)(=[O:22])=[O:21])[CH:17]=[CH:18][CH:19]=3)[CH:9]=2)[CH:5]=[C:4]([C:24]2[CH:29]=[CH:28][C:27]([C:30]([F:33])([F:32])[F:31])=[CH:26][CH:25]=2)[CH:3]=1.[NH:34]1[CH2:39][CH2:38][S:37][CH2:36][CH2:35]1.